From a dataset of Reaction yield outcomes from USPTO patents with 853,638 reactions. Predict the reaction yield, written as a fraction of the theoretical maximum amount of product (1.0 means a 100% yield; for example, 0.34 means a 34% yield). (1) The yield is 0.373. The catalyst is CN(C=O)C.CO.C(Cl)Cl.O. The product is [C:43]([N:25]1[CH2:24][CH2:23][CH:22]([N:21]([CH2:28][CH3:29])[C:18]2[C:19]([CH3:20])=[C:14]([C:12]([NH:11][CH2:10][C:3]3[C:4](=[O:9])[NH:5][C:6]([CH3:8])=[CH:7][C:2]=3[CH3:1])=[O:13])[CH:15]=[C:16]([C:30]3[CH:35]=[CH:34][C:33]([CH2:36][N:37]4[CH2:38][CH2:39][O:40][CH2:41][CH2:42]4)=[CH:32][CH:31]=3)[CH:17]=2)[CH2:27][CH2:26]1)(=[O:45])[CH3:44]. The reactants are [CH3:1][C:2]1[CH:7]=[C:6]([CH3:8])[NH:5][C:4](=[O:9])[C:3]=1[CH2:10][NH:11][C:12]([C:14]1[CH:15]=[C:16]([C:30]2[CH:35]=[CH:34][C:33]([CH2:36][N:37]3[CH2:42][CH2:41][O:40][CH2:39][CH2:38]3)=[CH:32][CH:31]=2)[CH:17]=[C:18]([N:21]([CH2:28][CH3:29])[CH:22]2[CH2:27][CH2:26][NH:25][CH2:24][CH2:23]2)[C:19]=1[CH3:20])=[O:13].[C:43](O)(=[O:45])[CH3:44].CCN=C=NCCCN(C)C.C1C=CC2N(O)N=NC=2C=1.C(N(CC)CC)C. (2) The reactants are [CH2:1]([NH:4][C:5]1[C:14]2[C:9](=[CH:10][CH:11]=[C:12]([Cl:18])[C:13]=2[N+]([O-])=O)[N:8]=[C:7](Cl)[N:6]=1)[CH:2]=[CH2:3].[CH2:20]([NH:23][CH2:24][CH:25]=[CH2:26])[CH:21]=[CH2:22]. The catalyst is O. The product is [CH2:1]([NH:4][C:5]1[C:14]2[C:9](=[CH:10][CH:11]=[C:12]([Cl:18])[CH:13]=2)[N:8]=[C:7]([N:23]([CH2:24][CH:25]=[CH2:26])[CH2:20][CH:21]=[CH2:22])[N:6]=1)[CH:2]=[CH2:3]. The yield is 0.851. (3) The reactants are [NH2:1][CH:2]([C:7]1[CH:12]=[CH:11][C:10]([O:13][CH3:14])=[C:9]([O:15][CH:16]2[CH2:20][CH2:19][CH2:18][CH2:17]2)[CH:8]=1)[CH2:3][C:4]([OH:6])=[O:5].C(=O)([O-])[O-].[Na+].[Na+].C(OC(N1[C:36](=[O:37])[C:35]2=[CH:38][CH:39]=[CH:40][CH:41]=[C:34]2[C:33]1=[O:42])=O)C. The catalyst is C(#N)C.O. The product is [CH:16]1([O:15][C:9]2[CH:8]=[C:7]([CH:2]([N:1]3[C:36](=[O:37])[C:35]4=[CH:38][CH:39]=[CH:40][CH:41]=[C:34]4[C:33]3=[O:42])[CH2:3][C:4]([OH:6])=[O:5])[CH:12]=[CH:11][C:10]=2[O:13][CH3:14])[CH2:17][CH2:18][CH2:19][CH2:20]1. The yield is 0.680. (4) The reactants are [CH3:1][O:2][C:3]1[CH:4]=[C:5]([C@@H:11]([N:16]2[CH2:24][C:23]3[C:18](=[CH:19][CH:20]=[CH:21][CH:22]=3)[C:17]2=[O:25])[CH2:12][C:13](O)=[O:14])[CH:6]=[CH:7][C:8]=1[O:9][CH3:10].C1COCC1.C1N=C[N:33](C(N2C=NC=C2)=O)C=1.N. The catalyst is O. The product is [CH3:1][O:2][C:3]1[CH:4]=[C:5]([C@H:11]([N:16]2[CH2:24][C:23]3[C:18](=[CH:19][CH:20]=[CH:21][CH:22]=3)[C:17]2=[O:25])[CH2:12][C:13]([NH2:33])=[O:14])[CH:6]=[CH:7][C:8]=1[O:9][CH3:10]. The yield is 0.920. (5) The reactants are [CH2:1]([Li])CCC.[Cl:6][C:7]1[CH:12]=[CH:11][CH:10]=[C:9]([F:13])[C:8]=1[C:14]1[N:18]=[C:17]([C:19]2[CH:23]=[C:22]([C:24]3[CH:29]=[CH:28][C:27]([O:30][C:31]([F:34])([F:33])[F:32])=[CH:26][CH:25]=3)[S:21][C:20]=2Br)[N:16]([CH3:36])[N:15]=1.IC.[Cl-].[NH4+]. The catalyst is C1COCC1.O. The product is [Cl:6][C:7]1[CH:12]=[CH:11][CH:10]=[C:9]([F:13])[C:8]=1[C:14]1[N:18]=[C:17]([C:19]2[CH:23]=[C:22]([C:24]3[CH:29]=[CH:28][C:27]([O:30][C:31]([F:34])([F:33])[F:32])=[CH:26][CH:25]=3)[S:21][C:20]=2[CH3:1])[N:16]([CH3:36])[N:15]=1. The yield is 0.290. (6) The reactants are [Cl:1][CH2:2][CH2:3][C@@H:4]([C:6]1[CH:11]=[CH:10][CH:9]=[CH:8][CH:7]=1)[OH:5].[C:12]([O:16][C:17]([O:19][C:20]1[CH:25]=[CH:24][C:23](O)=[C:22]([CH3:27])[CH:21]=1)=[O:18])([CH3:15])([CH3:14])[CH3:13].C1(P(C2C=CC=CC=2)C2C=CC=CC=2)C=CC=CC=1. The catalyst is O1CCCC1. The product is [Cl:1][CH2:2][CH2:3][C@H:4]([C:6]1[CH:11]=[CH:10][CH:9]=[CH:8][CH:7]=1)[O:5][C:23]1[CH:24]=[CH:25][C:20]([O:19][C:17]([O:16][C:12]([CH3:14])([CH3:13])[CH3:15])=[O:18])=[CH:21][C:22]=1[CH3:27]. The yield is 0.850. (7) The reactants are [Cl:1][C:2]1[CH:16]=[CH:15][C:5]([CH:6](Cl)[C:7]2[CH:12]=[CH:11][C:10]([Cl:13])=[CH:9][CH:8]=2)=[CH:4][CH:3]=1.[CH3:17][NH2:18]. The catalyst is O1CCCC1.C(OCC)(=O)C. The product is [Cl:1][C:2]1[CH:16]=[CH:15][C:5]([CH:6]([NH:18][CH3:17])[C:7]2[CH:12]=[CH:11][C:10]([Cl:13])=[CH:9][CH:8]=2)=[CH:4][CH:3]=1. The yield is 0.670. (8) The reactants are O=P12OP3(OP(OP(O3)(O1)=O)(=O)O2)=O.[Br:15][C:16]1[CH:29]=[CH:28][C:27]2[O:26][C:25]3[C:20](=[CH:21][CH:22]=[C:23]([Br:30])[CH:24]=3)[CH:19]([CH2:31]O)[C:18]=2[CH:17]=1. The catalyst is C1(C)C=CC=CC=1. The product is [Br:15][C:16]1[CH:17]=[CH:18][C:27]2[O:26][C:25]3[CH:24]=[C:23]([Br:30])[CH:22]=[CH:21][C:20]=3[CH:19]=[CH:31][C:28]=2[CH:29]=1. The yield is 0.790. (9) The reactants are C(NC(C)C)(C)C.C([Li])CCC.[C:13](#[N:17])[CH:14]([CH3:16])[CH3:15].CN1CCCN(C)C1=O.[CH2:27]([O:29][CH:30]([O:33][CH2:34][CH3:35])[CH2:31]Br)[CH3:28].[Cl-].[NH4+]. The catalyst is C1COCC1. The product is [CH2:27]([O:29][CH:30]([O:33][CH2:34][CH3:35])[CH2:31][C:14]([CH3:16])([CH3:15])[C:13]#[N:17])[CH3:28]. The yield is 1.00. (10) The reactants are [C:1]([O:5][C:6]([N:8]1[CH2:12][CH2:11][CH:10]([OH:13])[CH2:9]1)=[O:7])([CH3:4])([CH3:3])[CH3:2].C(N(C(C)C)CC)(C)C.[CH3:23][S:24](Cl)(=[O:26])=[O:25]. The catalyst is ClCCl. The product is [C:1]([O:5][C:6]([N:8]1[CH2:12][CH2:11][CH:10]([O:13][S:24]([CH3:23])(=[O:26])=[O:25])[CH2:9]1)=[O:7])([CH3:4])([CH3:2])[CH3:3]. The yield is 0.950.